From a dataset of Full USPTO retrosynthesis dataset with 1.9M reactions from patents (1976-2016). Predict the reactants needed to synthesize the given product. (1) Given the product [S:2]=[C:1]1[N:9]([C:8]2[CH:10]=[CH:11][CH:12]=[C:6]([C:5]([F:13])([F:14])[F:4])[CH:7]=2)[C:22](=[O:24])[CH2:23][S:3]1.[C:1](=[S:3])([S-:2])[NH2:17], predict the reactants needed to synthesize it. The reactants are: [C:1](=[S:3])=[S:2].[F:4][C:5]([F:14])([F:13])[C:6]1[CH:7]=[C:8]([CH:10]=[CH:11][CH:12]=1)[NH2:9].C([N:17](CC)CC)C.[C:22](OCC)(=[O:24])[CH3:23]. (2) Given the product [CH2:1]([O:3][C:4](=[O:28])[CH2:5][N:6]1[C:14]2[C:9](=[C:10]([Br:15])[CH:11]=[CH:12][CH:13]=2)[C:8]2([C:18]3[CH:23]=[C:22]([F:24])[C:21]([F:25])=[CH:20][C:19]=3[O:26][CH2:16]2)[C:7]1=[O:27])[CH3:2], predict the reactants needed to synthesize it. The reactants are: [CH2:1]([O:3][C:4](=[O:28])[CH2:5][N:6]1[C:14]2[C:9](=[C:10]([Br:15])[CH:11]=[CH:12][CH:13]=2)[C:8]([C:18]2[CH:23]=[C:22]([F:24])[C:21]([F:25])=[CH:20][C:19]=2[OH:26])([CH2:16]O)[C:7]1=[O:27])[CH3:2].C(OC(=O)CN1C2C(=CC=CC=2)C(C2C=C3C(=CC=2O)CCC3)(CO)C1=O)C. (3) Given the product [CH2:22]=[CH:23][CH2:24][N:25]1[C@@H:42]2[CH2:43][C:30]3[CH:31]=[CH:32][C:33]([OH:45])=[C:34]4[O:35][C@H:36]5[C:37]([CH2:39][CH2:40][C@:41]2([OH:44])[C@:28]5([C:29]=34)[CH2:27][CH2:26]1)=[O:38], predict the reactants needed to synthesize it. The reactants are: CCOC(C1(C2C=CC=CC=2)C(N(C)C)C=CCC1)=O.Cl.[CH2:22]=[CH:23][CH2:24][N:25]1[C@@H:42]2[CH2:43][C:30]3[CH:31]=[CH:32][C:33]([OH:45])=[C:34]4[O:35][C@H:36]5[C:37]([CH2:39][CH2:40][C@:41]2([OH:44])[C@:28]5([C:29]=34)[CH2:27][CH2:26]1)=[O:38].Cl. (4) Given the product [F:17][C:11]([F:18])([S:9][C:3]1[CH:8]=[CH:7][CH:6]=[CH:5][CH:4]=1)[C:12]([O:14][CH2:15][CH3:16])=[O:13], predict the reactants needed to synthesize it. The reactants are: [H-].[Na+].[C:3]1([SH:9])[CH:8]=[CH:7][CH:6]=[CH:5][CH:4]=1.Br[C:11]([F:18])([F:17])[C:12]([O:14][CH2:15][CH3:16])=[O:13]. (5) The reactants are: [CH3:1][C:2]1[CH:7]=[CH:6][N+:5]([O-])=[CH:4][CH:3]=1.C[Si]([C:13]#[N:14])(C)C.CN(C)C(Cl)=O.C([O-])([O-])=O.[K+].[K+]. Given the product [C:13]([C:6]1[CH:7]=[C:2]([CH3:1])[CH:3]=[CH:4][N:5]=1)#[N:14], predict the reactants needed to synthesize it. (6) Given the product [CH3:19][C:5]1([CH3:4])[C:13]2[CH:12]=[C:11]([NH2:55])[CH:10]=[CH:9][C:8]=2[C:7]([C:51]2[CH:50]=[CH:49][C:48]([NH2:53])=[CH:47][CH:46]=2)([CH3:2])[CH2:6]1.[CH:9]1[C:57]([C:56]([C:35]2[CH:40]=[CH:39][C:38]3[C:41]([O:43][C:44](=[O:45])[C:37]=3[CH:36]=2)=[O:42])=[O:60])=[CH:58][C:59]2[C:17]([O:16][C:14](=[O:15])[C:11]=2[CH:10]=1)=[O:18], predict the reactants needed to synthesize it. The reactants are: O.[CH:2]1[C:7]([C:8]2[CH:13]=[CH:12][C:11]3[C:14]([O:16][C:17](=[O:18])[C:10]=3[CH:9]=2)=[O:15])=[CH:6][C:5]2[C:19](OC(=O)[C:4]=2C=1)=O.[CH:35]1[CH:36]=[C:37]2[C:44]([O:43][C:41](=[O:42])[C:38]2=[C:39]([C:35]2[CH:40]=[CH:39][C:38]3[C:41]([O:43][C:44](=[O:45])[C:37]=3[CH:36]=2)=[O:42])[CH:40]=1)=[O:45].[CH:46]1[C:51](N)=[CH:50][CH:49]=[C:48]([NH2:53])[CH:47]=1.C[N:55]1[CH2:59][CH2:58][CH2:57][C:56]1=[O:60]. (7) Given the product [CH:23]1([NH:14][C:10]2[CH:9]=[C:8]([NH:7][C:6](=[O:15])[O:5][C:1]([CH3:4])([CH3:2])[CH3:3])[CH:13]=[CH:12][CH:11]=2)[CH2:25][CH2:24]1, predict the reactants needed to synthesize it. The reactants are: [C:1]([O:5][C:6](=[O:15])[NH:7][C:8]1[CH:13]=[CH:12][CH:11]=[C:10]([NH2:14])[CH:9]=1)([CH3:4])([CH3:3])[CH3:2].C(O)(=O)C.C(O[C:23]1(O[Si](C)(C)C)[CH2:25][CH2:24]1)C.[BH4-].[Na+].C(=O)([O-])O.[Na+]. (8) Given the product [F:31][C:23]([F:30])([C:24]1[CH:29]=[CH:28][CH:27]=[CH:26][CH:25]=1)[CH2:22][CH2:21][CH:18]1[CH2:17][CH2:16][NH:15][CH2:20][CH2:19]1, predict the reactants needed to synthesize it. The reactants are: FC(F)(F)C(O)=O.C(OC([N:15]1[CH2:20][CH2:19][CH:18]([CH2:21][CH2:22][C:23]([F:31])([F:30])[C:24]2[CH:29]=[CH:28][CH:27]=[CH:26][CH:25]=2)[CH2:17][CH2:16]1)=O)(C)(C)C.C(=O)(O)[O-].[Na+].[OH-].[Na+]. (9) Given the product [N+:9]([C:4]1[CH:3]=[C:2]([C:15]#[C:14][Si:16]([CH3:19])([CH3:18])[CH3:17])[CH:8]=[CH:7][C:5]=1[NH2:6])([O-:11])=[O:10], predict the reactants needed to synthesize it. The reactants are: I[C:2]1[CH:8]=[CH:7][C:5]([NH2:6])=[C:4]([N+:9]([O-:11])=[O:10])[CH:3]=1.N#N.[C:14]([Si:16]([CH3:19])([CH3:18])[CH3:17])#[CH:15]. (10) Given the product [NH2:1][C:2]1[C:11]2[CH:10]=[CH:9][CH:8]=[C:7]([C:26]3[CH:33]=[CH:32][C:29]([C:30]#[N:31])=[CH:28][N:27]=3)[C:6]=2[N:5]=[C:4]2[CH2:13][N:14]([CH:17]3[CH2:20][CH2:19][CH2:18]3)[C:15](=[O:16])[C:3]=12, predict the reactants needed to synthesize it. The reactants are: [NH2:1][C:2]1[C:11]2[CH:10]=[CH:9][CH:8]=[C:7](Br)[C:6]=2[N:5]=[C:4]2[CH2:13][N:14]([CH:17]3[CH2:20][CH2:19][CH2:18]3)[C:15](=[O:16])[C:3]=12.C([Sn](CCCC)(CCCC)[C:26]1[CH:33]=[CH:32][C:29]([C:30]#[N:31])=[CH:28][N:27]=1)CCC.